Dataset: NCI-60 drug combinations with 297,098 pairs across 59 cell lines. Task: Regression. Given two drug SMILES strings and cell line genomic features, predict the synergy score measuring deviation from expected non-interaction effect. (1) Drug 1: C1C(C(OC1N2C=NC3=C(N=C(N=C32)Cl)N)CO)O. Drug 2: CC12CCC3C(C1CCC2OP(=O)(O)O)CCC4=C3C=CC(=C4)OC(=O)N(CCCl)CCCl.[Na+]. Cell line: NCI-H226. Synergy scores: CSS=25.4, Synergy_ZIP=-4.02, Synergy_Bliss=1.01, Synergy_Loewe=-1.65, Synergy_HSA=-1.34. (2) Drug 1: C1CCC(C(C1)N)N.C(=O)(C(=O)[O-])[O-].[Pt+4]. Drug 2: C1C(C(OC1N2C=NC3=C2NC=NCC3O)CO)O. Cell line: SK-OV-3. Synergy scores: CSS=2.50, Synergy_ZIP=-1.51, Synergy_Bliss=0.563, Synergy_Loewe=-1.56, Synergy_HSA=-0.440. (3) Drug 1: CC12CCC3C(C1CCC2=O)CC(=C)C4=CC(=O)C=CC34C. Drug 2: C1=CN(C(=O)N=C1N)C2C(C(C(O2)CO)O)O.Cl. Cell line: EKVX. Synergy scores: CSS=25.0, Synergy_ZIP=-4.54, Synergy_Bliss=-6.02, Synergy_Loewe=-12.6, Synergy_HSA=-4.41. (4) Drug 1: CC=C1C(=O)NC(C(=O)OC2CC(=O)NC(C(=O)NC(CSSCCC=C2)C(=O)N1)C(C)C)C(C)C. Drug 2: CS(=O)(=O)OCCCCOS(=O)(=O)C. Cell line: SK-MEL-2. Synergy scores: CSS=49.6, Synergy_ZIP=2.74, Synergy_Bliss=0.511, Synergy_Loewe=-24.9, Synergy_HSA=1.61. (5) Drug 1: C1C(C(OC1N2C=C(C(=O)NC2=O)F)CO)O. Drug 2: C1CN1C2=NC(=NC(=N2)N3CC3)N4CC4. Cell line: SF-539. Synergy scores: CSS=52.9, Synergy_ZIP=-7.21, Synergy_Bliss=-4.50, Synergy_Loewe=-3.88, Synergy_HSA=-0.732. (6) Drug 1: CC12CCC(CC1=CCC3C2CCC4(C3CC=C4C5=CN=CC=C5)C)O. Drug 2: C1C(C(OC1N2C=NC3=C2NC=NCC3O)CO)O. Cell line: MDA-MB-231. Synergy scores: CSS=8.98, Synergy_ZIP=-1.26, Synergy_Bliss=3.06, Synergy_Loewe=3.85, Synergy_HSA=4.00. (7) Synergy scores: CSS=36.9, Synergy_ZIP=-2.90, Synergy_Bliss=-4.31, Synergy_Loewe=-21.7, Synergy_HSA=-1.89. Drug 1: C1=CC(=CC=C1CCCC(=O)O)N(CCCl)CCCl. Cell line: MALME-3M. Drug 2: CCCS(=O)(=O)NC1=C(C(=C(C=C1)F)C(=O)C2=CNC3=C2C=C(C=N3)C4=CC=C(C=C4)Cl)F. (8) Drug 1: CC(CN1CC(=O)NC(=O)C1)N2CC(=O)NC(=O)C2. Drug 2: CC1=C(C=C(C=C1)NC(=O)C2=CC=C(C=C2)CN3CCN(CC3)C)NC4=NC=CC(=N4)C5=CN=CC=C5. Cell line: NCI-H226. Synergy scores: CSS=7.13, Synergy_ZIP=-1.97, Synergy_Bliss=1.32, Synergy_Loewe=-1.27, Synergy_HSA=0.0149. (9) Drug 1: CCN(CC)CCCC(C)NC1=C2C=C(C=CC2=NC3=C1C=CC(=C3)Cl)OC. Drug 2: CC1C(C(CC(O1)OC2CC(CC3=C2C(=C4C(=C3O)C(=O)C5=CC=CC=C5C4=O)O)(C(=O)C)O)N)O. Cell line: SW-620. Synergy scores: CSS=41.7, Synergy_ZIP=-7.88, Synergy_Bliss=-10.3, Synergy_Loewe=-13.8, Synergy_HSA=-7.32. (10) Synergy scores: CSS=29.0, Synergy_ZIP=-13.3, Synergy_Bliss=-7.04, Synergy_Loewe=-7.15, Synergy_HSA=-6.68. Drug 1: C1=CC(=CC=C1CCCC(=O)O)N(CCCl)CCCl. Cell line: U251. Drug 2: CC(C1=C(C=CC(=C1Cl)F)Cl)OC2=C(N=CC(=C2)C3=CN(N=C3)C4CCNCC4)N.